This data is from Catalyst prediction with 721,799 reactions and 888 catalyst types from USPTO. The task is: Predict which catalyst facilitates the given reaction. Reactant: FC1[CH:7]=[CH:6][CH:5]=[CH:4][C:3]=1[N:8]1[C:13]2[CH:14]=[CH:15][CH:16]=[CH:17][C:12]=2[CH2:11][CH:10]([CH2:18][CH2:19][CH2:20][NH:21][CH3:22])[S:9]1(=[O:24])=[O:23].BrC1C=CC=CC=1CCS(Cl)(=O)=O.[NH2:38]C1C=CC=CN=1.CN(C)CC. The catalyst class is: 5. Product: [O:24]=[S:9]1(=[O:23])[CH:10]([CH2:18][CH2:19][CH2:20][NH:21][CH3:22])[CH2:11][C:12]2[CH:17]=[CH:16][CH:15]=[CH:14][C:13]=2[N:8]1[C:3]1[CH:4]=[CH:5][CH:6]=[CH:7][N:38]=1.